From a dataset of Peptide-MHC class I binding affinity with 185,985 pairs from IEDB/IMGT. Regression. Given a peptide amino acid sequence and an MHC pseudo amino acid sequence, predict their binding affinity value. This is MHC class I binding data. (1) The peptide sequence is KVGYFQHGA. The MHC is HLA-A26:01 with pseudo-sequence HLA-A26:01. The binding affinity (normalized) is 0.0847. (2) The MHC is SLA-20401 with pseudo-sequence SLA-20401. The peptide sequence is YSSPHLLRY. The binding affinity (normalized) is 0.391. (3) The peptide sequence is QRNGRIDRY. The MHC is HLA-B07:02 with pseudo-sequence HLA-B07:02. The binding affinity (normalized) is 0.0847. (4) The peptide sequence is ESMASLKSLY. The MHC is HLA-A29:02 with pseudo-sequence HLA-A29:02. The binding affinity (normalized) is 0. (5) The peptide sequence is KVFPYALINK. The MHC is HLA-B51:01 with pseudo-sequence HLA-B51:01. The binding affinity (normalized) is 0. (6) The peptide sequence is WSILRQRCW. The MHC is HLA-A26:01 with pseudo-sequence HLA-A26:01. The binding affinity (normalized) is 0.0847. (7) The peptide sequence is TQLPSKPHY. The MHC is HLA-B15:02 with pseudo-sequence HLA-B15:02. The binding affinity (normalized) is 0.375. (8) The peptide sequence is SINKVYGRY. The MHC is HLA-A31:01 with pseudo-sequence HLA-A31:01. The binding affinity (normalized) is 0.543. (9) The peptide sequence is TSAICSVVRR. The MHC is HLA-A02:02 with pseudo-sequence HLA-A02:02. The binding affinity (normalized) is 0.437.